From a dataset of Forward reaction prediction with 1.9M reactions from USPTO patents (1976-2016). Predict the product of the given reaction. (1) Given the reactants C(N(CC)CC)C.Cl.[NH2:9][CH2:10][C:11]([O:13][CH2:14][C:15]1[CH:20]=[CH:19][CH:18]=[CH:17][CH:16]=1)=[O:12].Cl.[CH3:22][N:23]1[CH2:28][CH2:27][N:26]([C:29](Cl)=[O:30])[CH2:25][CH2:24]1, predict the reaction product. The product is: [CH3:22][N:23]1[CH2:28][CH2:27][N:26]([C:29]([NH:9][CH2:10][C:11]([O:13][CH2:14][C:15]2[CH:20]=[CH:19][CH:18]=[CH:17][CH:16]=2)=[O:12])=[O:30])[CH2:25][CH2:24]1. (2) Given the reactants [NH2:1][C:2]1[S:3][CH:4]=[C:5]([CH3:7])[N:6]=1.[Cl:8][CH2:9][C:10](=O)[CH2:11][C:12](OCC)=[O:13], predict the reaction product. The product is: [Cl:8][CH2:9][C:10]1[N:1]=[C:2]2[S:3][CH:4]=[C:5]([CH3:7])[N:6]2[C:12](=[O:13])[CH:11]=1. (3) Given the reactants [CH3:1][N:2]([C:4](=[O:28])[C:5]([N:7]([CH3:27])[C:8]12[CH2:16][CH2:15][CH:12]([CH2:13][CH2:14]1)[CH2:11][N:10]1[C:17](=[O:26])[C:18]([OH:25])=[C:19]([C:21]([O:23]C)=O)[N:20]=[C:9]21)=[O:6])[CH3:3].[Br:29][C:30]1[C:35]([CH3:36])=[C:34]([F:37])[CH:33]=[C:32]([Br:38])[C:31]=1[CH2:39][NH2:40].CCN(CC)CC, predict the reaction product. The product is: [Br:29][C:30]1[C:35]([CH3:36])=[C:34]([F:37])[CH:33]=[C:32]([Br:38])[C:31]=1[CH2:39][NH:40][C:21]([C:19]1[N:20]=[C:9]2[C:8]3([N:7]([CH3:27])[C:5](=[O:6])[C:4]([N:2]([CH3:1])[CH3:3])=[O:28])[CH2:14][CH2:13][CH:12]([CH2:15][CH2:16]3)[CH2:11][N:10]2[C:17](=[O:26])[C:18]=1[OH:25])=[O:23]. (4) Given the reactants Br[C:2]1[CH:3]=[N:4][CH:5]=[C:6]([F:8])[CH:7]=1.[C:9](=[N:22][NH2:23])([C:16]1[CH:21]=[CH:20][CH:19]=[CH:18][CH:17]=1)[C:10]1[CH:15]=[CH:14][CH:13]=[CH:12][CH:11]=1.N#N.CC(C)([O-])C.[Na+], predict the reaction product. The product is: [C:10]1([C:9]([C:16]2[CH:21]=[CH:20][CH:19]=[CH:18][CH:17]=2)=[N:22][NH:23][C:2]2[CH:3]=[N:4][CH:5]=[C:6]([F:8])[CH:7]=2)[CH:11]=[CH:12][CH:13]=[CH:14][CH:15]=1. (5) Given the reactants [CH3:1][C:2]1[N:6]([CH2:7][C:8]2[C:17]3[C:12](=[CH:13][CH:14]=[CH:15][CH:16]=3)[CH:11]=[CH:10][CH:9]=2)[C:5]2[CH:18]=[C:19]([N:25]3[CH2:30][CH2:29][O:28][CH2:27][CH2:26]3)[CH:20]=[C:21]([C:22]([NH2:24])=O)[C:4]=2[N:3]=1.O=P(Cl)(Cl)Cl, predict the reaction product. The product is: [CH3:1][C:2]1[N:6]([CH2:7][C:8]2[C:17]3[C:12](=[CH:13][CH:14]=[CH:15][CH:16]=3)[CH:11]=[CH:10][CH:9]=2)[C:5]2[CH:18]=[C:19]([N:25]3[CH2:30][CH2:29][O:28][CH2:27][CH2:26]3)[CH:20]=[C:21]([C:22]#[N:24])[C:4]=2[N:3]=1.